Dataset: Reaction yield outcomes from USPTO patents with 853,638 reactions. Task: Predict the reaction yield, written as a fraction of the theoretical maximum amount of product (1.0 means a 100% yield; for example, 0.34 means a 34% yield). (1) The yield is 0.661. The product is [C:26]([O:24][C:18]1[CH:19]=[CH:20][C:21]([Cl:23])=[CH:22][C:17]=1[C:16]([NH:15][C:7]1[CH:8]=[C:9]([C:11]([CH3:12])([CH3:13])[CH3:14])[CH:10]=[C:5]([C:2]([CH3:1])([CH3:3])[CH3:4])[CH:6]=1)=[O:25])(=[O:28])[CH3:27]. No catalyst specified. The reactants are [CH3:1][C:2]([C:5]1[CH:6]=[C:7]([NH:15][C:16](=[O:25])[C:17]2[CH:22]=[C:21]([Cl:23])[CH:20]=[CH:19][C:18]=2[OH:24])[CH:8]=[C:9]([C:11]([CH3:14])([CH3:13])[CH3:12])[CH:10]=1)([CH3:4])[CH3:3].[C:26](Cl)(=[O:28])[CH3:27]. (2) The reactants are [CH2:1]([O:48][CH:49]1[C@H:53]2[C@H:54](O[Si](C(C)(C)C)(C)C)[N:55](C(OCC(Cl)(Cl)Cl)=O)[C:56]3[CH:63]=[CH:62][C:61]([O:64][CH3:65])=[CH:60][C:57]=3[C:58](=[O:59])[N:52]2[CH:51]=[C:50]1[C:82]1[CH:91]=[CH:90][C:89]2[C:84](=[CH:85][CH:86]=[CH:87][CH:88]=2)[CH:83]=1)[CH2:2][CH2:3][O:4][CH:5]1[C@H:9]2[C@H:10](O[Si](C(C)(C)C)(C)C)[N:11](C(OCC(Cl)(Cl)Cl)=O)[C:12]3[CH:19]=[CH:18][C:17]([O:20][CH3:21])=[CH:16][C:13]=3[C:14](=[O:15])[N:8]2[CH:7]=[C:6]1[C:38]1[CH:47]=[CH:46][C:45]2[C:40](=[CH:41][CH:42]=[CH:43][CH:44]=2)[CH:39]=1. The catalyst is C1COCC1. The product is [CH2:1]([O:48][CH:49]1[C@@H:53]2[CH:54]=[N:55][C:56]3[CH:63]=[CH:62][C:61]([O:64][CH3:65])=[CH:60][C:57]=3[C:58](=[O:59])[N:52]2[CH:51]=[C:50]1[C:82]1[CH:91]=[CH:90][C:89]2[C:84](=[CH:85][CH:86]=[CH:87][CH:88]=2)[CH:83]=1)[CH2:2][CH2:3][O:4][CH:5]1[C@@H:9]2[CH:10]=[N:11][C:12]3[CH:19]=[CH:18][C:17]([O:20][CH3:21])=[CH:16][C:13]=3[C:14](=[O:15])[N:8]2[CH:7]=[C:6]1[C:38]1[CH:47]=[CH:46][C:45]2[C:40](=[CH:41][CH:42]=[CH:43][CH:44]=2)[CH:39]=1. The yield is 0.360. (3) The reactants are [N+:1]([C:4]1[N:9]=[CH:8][C:7]([N:10]2[CH:15]3[CH2:16][CH2:17][CH:11]2[CH2:12][N:13]([C:18]([O:20][C:21]([CH3:24])([CH3:23])[CH3:22])=[O:19])[CH2:14]3)=[CH:6][CH:5]=1)([O-])=O.[H][H]. The catalyst is CO.[Pd]. The product is [NH2:1][C:4]1[N:9]=[CH:8][C:7]([N:10]2[CH:11]3[CH2:17][CH2:16][CH:15]2[CH2:14][N:13]([C:18]([O:20][C:21]([CH3:24])([CH3:23])[CH3:22])=[O:19])[CH2:12]3)=[CH:6][CH:5]=1. The yield is 1.00. (4) The reactants are [C:1]([C:3]1[CH:8]=[CH:7][C:6]([C:9]2[O:13][C:12]([C:14]3[N:15]=[C:16]4[CH:21]=[CH:20][C:19]([C:22]#[N:23])=[CH:18][N:17]4[CH:24]=3)=[CH:11][CH:10]=2)=[CH:5][CH:4]=1)#[N:2].Br[C:26]1OC(C2N=C3C(C)=CC(C#N)=CN3C=2)=CC=1.C(O)(=O)C.C(C1C=CC(C2OC(C3N=C4CCC(C(N)=N)CN4C=3)=CC=2)=CC=1)(=N)N. No catalyst specified. The product is [C:1]([C:3]1[CH:8]=[CH:7][C:6]([C:9]2[O:13][C:12]([C:14]3[N:15]=[C:16]4[C:21]([CH3:26])=[CH:20][C:19]([C:22]#[N:23])=[CH:18][N:17]4[CH:24]=3)=[CH:11][CH:10]=2)=[CH:5][CH:4]=1)#[N:2]. The yield is 0.770.